This data is from Catalyst prediction with 721,799 reactions and 888 catalyst types from USPTO. The task is: Predict which catalyst facilitates the given reaction. (1) Reactant: [C:1]([NH:9][C@@H:10]1[CH2:15][CH2:14][CH2:13][CH2:12][C@@H:11]1[C:16]([N:18]1[C@@H:30]2[C@@H:21]([C@H:22]([C:31]3[N:32](C(OCC4C=CC=CC=4)=O)[CH:33]=[CH:34][CH:35]=3)[NH:23][C:24]3[CH:25]=[CH:26][CH:27]=[CH:28][C:29]=32)[CH2:20][CH2:19]1)=[O:17])(=[O:8])[C:2]1[CH:7]=[CH:6][CH:5]=[CH:4][CH:3]=1. Product: [NH:32]1[CH:33]=[CH:34][CH:35]=[C:31]1[C@@H:22]1[C@@H:21]2[CH2:20][CH2:19][N:18]([C:16]([C@H:11]3[CH2:12][CH2:13][CH2:14][CH2:15][C@H:10]3[NH:9][C:1](=[O:8])[C:2]3[CH:7]=[CH:6][CH:5]=[CH:4][CH:3]=3)=[O:17])[C@@H:30]2[C:29]2[CH:28]=[CH:27][CH:26]=[CH:25][C:24]=2[NH:23]1. The catalyst class is: 19. (2) Reactant: [C:1]([N:4]1[C:12]2[C:7](=[CH:8][CH:9]=[C:10]([N:13]([CH2:24][CH2:25][CH2:26][NH2:27])[C:14](=[O:23])/[CH:15]=[CH:16]/[C:17]3[CH:22]=[CH:21][CH:20]=[CH:19][CH:18]=3)[CH:11]=2)[CH2:6][CH2:5]1)(=[O:3])[CH3:2].[CH:28](=O)[C:29]1[CH:34]=[CH:33][CH:32]=[CH:31][CH:30]=1.[BH4-].[Na+]. Product: [C:1]([N:4]1[C:12]2[C:7](=[CH:8][CH:9]=[C:10]([N:13]([CH2:24][CH2:25][CH2:26][NH:27][CH2:28][C:29]3[CH:34]=[CH:33][CH:32]=[CH:31][CH:30]=3)[C:14](=[O:23])/[CH:15]=[CH:16]/[C:17]3[CH:22]=[CH:21][CH:20]=[CH:19][CH:18]=3)[CH:11]=2)[CH2:6][CH2:5]1)(=[O:3])[CH3:2]. The catalyst class is: 5. (3) Reactant: [CH2:1]([O:3][P:4](/[CH:9]=[CH:10]/[C:11]1[C:12]([O:22][CH2:23][C:24]2[CH:46]=[CH:45][C:27]([O:28][CH2:29][C:30]3[N:31]=[C:32]([C:36]4[CH:37]=[C:38]([CH:42]=[CH:43][CH:44]=4)[C:39](O)=[O:40])[O:33][C:34]=3[CH3:35])=[C:26](OC)[CH:25]=2)=[N:13][N:14]([C:16]2[CH:21]=[CH:20][CH:19]=[CH:18][CH:17]=2)[CH:15]=1)([O:6][CH2:7][CH3:8])=[O:5])[CH3:2].Cl.C([N:52]=C=NCCCN(C)C)C.CN(C)[CH:63]=[O:64]. Product: [C:39]([C:38]1[CH:37]=[C:36]([C:32]2[O:33][C:34]([CH3:35])=[C:30]([CH2:29][O:28][C:27]3[CH:45]=[CH:46][C:24]([CH2:23][O:22][C:12]4[C:11](/[CH:10]=[CH:9]/[P:4](=[O:5])([O:3][CH2:1][CH3:2])[O:6][CH2:7][CH3:8])=[CH:15][N:14]([C:16]5[CH:17]=[CH:18][CH:19]=[CH:20][CH:21]=5)[N:13]=4)=[CH:25][C:26]=3[O:64][CH3:63])[N:31]=2)[CH:44]=[CH:43][CH:42]=1)(=[O:40])[NH2:52]. The catalyst class is: 6. (4) Reactant: [CH2:1]([O:3][C:4](=[O:16])[CH2:5][NH:6][C:7]1[CH:12]=[CH:11][C:10]([C:13](=[NH:15])[NH2:14])=[CH:9][CH:8]=1)[CH3:2].O.[CH2:18]([O:24][C:25](Cl)=[O:26])[CH2:19][CH2:20][CH2:21][CH2:22][CH3:23].ClCCl. Product: [CH2:1]([O:3][C:4](=[O:16])[CH2:5][NH:6][C:7]1[CH:12]=[CH:11][C:10]([C:13](=[NH:14])[NH:15][C:25]([O:24][CH2:18][CH2:19][CH2:20][CH2:21][CH2:22][CH3:23])=[O:26])=[CH:9][CH:8]=1)[CH3:2]. The catalyst class is: 134. (5) The catalyst class is: 61. Reactant: [OH:1][C@@H:2]1[C@H:6]([CH2:7][NH:8][C:9]([O:11][CH2:12][C:13]2[CH:18]=[CH:17][CH:16]=[CH:15][CH:14]=2)=[O:10])[CH2:5][N:4](C(OC(C)(C)C)=O)[CH2:3]1.O[C@H]1[C@@H](CNC(OCC2C=CC=CC=2)=O)CN(C(OC(C)(C)C)=O)C1.FC(F)(F)C(O)=O.CC[NH+](CC)CC.CC[NH+](CC)CC.C([O-])([O-])=O. Product: [OH:1][C@H:2]1[CH2:3][NH:4][CH2:5][C@H:6]1[CH2:7][NH:8][C:9](=[O:10])[O:11][CH2:12][C:13]1[CH:18]=[CH:17][CH:16]=[CH:15][CH:14]=1. (6) Reactant: [F:1][C:2]1([F:37])[CH2:6][CH2:5][CH:4]([NH:7][C:8]2[N:13]=[C:12]([C:14]3[CH:19]=[CH:18][CH:17]=[C:16]([C:20]([F:23])([F:22])[F:21])[N:15]=3)[N:11]=[C:10]([NH:24][CH:25]3[CH2:29][CH2:28][N:27](C(OC(C)(C)C)=O)[CH2:26]3)[N:9]=2)[CH2:3]1.C(O)(C(F)(F)F)=O. Product: [F:37][C:2]1([F:1])[CH2:6][CH2:5][CH:4]([NH:7][C:8]2[N:9]=[C:10]([NH:24][CH:25]3[CH2:29][CH2:28][NH:27][CH2:26]3)[N:11]=[C:12]([C:14]3[CH:19]=[CH:18][CH:17]=[C:16]([C:20]([F:22])([F:23])[F:21])[N:15]=3)[N:13]=2)[CH2:3]1. The catalyst class is: 2. (7) Reactant: [CH3:1][O:2][CH2:3][CH2:4][C:5]1[N:6]=[CH:7][C:8]([NH2:11])=[N:9][CH:10]=1.C1C(=O)N([Br:19])C(=O)C1. Product: [Br:19][C:7]1[C:8]([NH2:11])=[N:9][CH:10]=[C:5]([CH2:4][CH2:3][O:2][CH3:1])[N:6]=1. The catalyst class is: 2. (8) Reactant: [N:1]1([CH2:14][CH2:15][C:16]#[N:17])[CH2:13][CH2:12][CH2:11][CH2:10][CH2:9][CH2:8][CH2:7][CH2:6][CH2:5][CH2:4][CH2:3][CH2:2]1.[H-].[H-].[H-].[H-].[Li+].[Al+3].[O-]S([O-])(=O)=O.[Na+].[Na+].C([O-])([O-])=O.[K+].[K+]. The catalyst class is: 28. Product: [N:1]1([CH2:14][CH2:15][CH2:16][NH2:17])[CH2:13][CH2:12][CH2:11][CH2:10][CH2:9][CH2:8][CH2:7][CH2:6][CH2:5][CH2:4][CH2:3][CH2:2]1.